Dataset: Catalyst prediction with 721,799 reactions and 888 catalyst types from USPTO. Task: Predict which catalyst facilitates the given reaction. (1) Reactant: [NH2:1][C:2]1[CH:7]=[CH:6][C:5]([N:8]([CH3:25])[S:9]([C:12]2[CH:13]=[C:14]([C:18]3[CH:23]=[CH:22][C:21]([F:24])=[CH:20][CH:19]=3)[CH:15]=[CH:16][CH:17]=2)(=[O:11])=[O:10])=[C:4]([CH3:26])[CH:3]=1.[C:27]1([N:33]=[C:34]=[O:35])[CH:32]=[CH:31][CH:30]=[CH:29][CH:28]=1. Product: [CH3:25][N:8]([C:5]1[CH:6]=[CH:7][C:2]([NH:1][C:34]([NH:33][C:27]2[CH:32]=[CH:31][CH:30]=[CH:29][CH:28]=2)=[O:35])=[CH:3][C:4]=1[CH3:26])[S:9]([C:12]1[CH:13]=[C:14]([C:18]2[CH:23]=[CH:22][C:21]([F:24])=[CH:20][CH:19]=2)[CH:15]=[CH:16][CH:17]=1)(=[O:11])=[O:10]. The catalyst class is: 13. (2) Reactant: C(=O)([O-])[O-].[K+].[K+].F[C:8]1[CH:9]=[CH:10][C:11]([C:16]([F:19])([F:18])[F:17])=[C:12]([CH:15]=1)[C:13]#[N:14].[O:20]=[S:21]1(=[O:40])[CH2:26][CH2:25][N:24]2[CH:27]3[CH2:32][CH2:31][C:30]([C:33]4[CH:38]=[CH:37][C:36]([OH:39])=[CH:35][CH:34]=4)([C:23]2=[N:22]1)[CH2:29][CH2:28]3.CS(C)=O. Product: [O:40]=[S:21]1(=[O:20])[CH2:26][CH2:25][N:24]2[CH:27]3[CH2:32][CH2:31][C:30]([C:33]4[CH:38]=[CH:37][C:36]([O:39][C:8]5[CH:9]=[CH:10][C:11]([C:16]([F:19])([F:18])[F:17])=[C:12]([CH:15]=5)[C:13]#[N:14])=[CH:35][CH:34]=4)([C:23]2=[N:22]1)[CH2:29][CH2:28]3. The catalyst class is: 6. (3) Reactant: [NH2:1][C:2]1[N:7]=[CH:6][N:5]=[C:4]2[N:8]([CH:24]3[CH2:27][N:26]([CH2:28][C:29]4([OH:35])[CH2:34][CH2:33][NH:32][CH2:31][CH2:30]4)[CH2:25]3)[N:9]=[C:10]([C:11]3[CH:16]=[CH:15][C:14]([O:17][C:18]4[CH:23]=[CH:22][CH:21]=[CH:20][CH:19]=4)=[CH:13][CH:12]=3)[C:3]=12.C=O.[C:38](O[BH-](OC(=O)C)OC(=O)C)(=O)C.[Na+]. Product: [NH2:1][C:2]1[N:7]=[CH:6][N:5]=[C:4]2[N:8]([CH:24]3[CH2:27][N:26]([CH2:28][C:29]4([OH:35])[CH2:34][CH2:33][N:32]([CH3:38])[CH2:31][CH2:30]4)[CH2:25]3)[N:9]=[C:10]([C:11]3[CH:12]=[CH:13][C:14]([O:17][C:18]4[CH:19]=[CH:20][CH:21]=[CH:22][CH:23]=4)=[CH:15][CH:16]=3)[C:3]=12. The catalyst class is: 68. (4) Reactant: [NH2:1][C:2]1[CH:9]=[CH:8][C:7]([Br:10])=[CH:6][C:3]=1[C:4]#[N:5].C(N(CC)C(C)C)(C)C.[N:20]1[CH:25]=[CH:24][CH:23]=[CH:22][C:21]=1[C:26](Cl)=[O:27]. Product: [Br:10][C:7]1[CH:8]=[CH:9][C:2]([NH:1][C:26]([C:21]2[CH:22]=[CH:23][CH:24]=[CH:25][N:20]=2)=[O:27])=[C:3]([C:4]#[N:5])[CH:6]=1. The catalyst class is: 11. (5) Reactant: [OH:1][C@@H:2]([C:23]1[CH:28]=[CH:27][CH:26]=[CH:25][CH:24]=1)[CH2:3][CH2:4][N:5]1[CH2:10][CH2:9][CH:8]([C:11]2[CH:12]=[C:13]([NH:17][C:18](=[O:22])[CH:19]([CH3:21])[CH3:20])[CH:14]=[CH:15][CH:16]=2)[CH2:7][CH2:6]1.[Cl:29][C:30]1[CH:31]=[C:32](O)[CH:33]=[CH:34][CH:35]=1.C1(P(C2C=CC=CC=2)C2C=CC=CC=2)C=CC=CC=1.N(C(OCC)=O)=NC(OCC)=O.N. Product: [Cl:29][C:30]1[CH:35]=[C:34]([CH:33]=[CH:32][CH:31]=1)[O:1][C@H:2]([C:23]1[CH:24]=[CH:25][CH:26]=[CH:27][CH:28]=1)[CH2:3][CH2:4][N:5]1[CH2:10][CH2:9][CH:8]([C:11]2[CH:12]=[C:13]([NH:17][C:18](=[O:22])[CH:19]([CH3:21])[CH3:20])[CH:14]=[CH:15][CH:16]=2)[CH2:7][CH2:6]1. The catalyst class is: 396.